This data is from Reaction yield outcomes from USPTO patents with 853,638 reactions. The task is: Predict the reaction yield, written as a fraction of the theoretical maximum amount of product (1.0 means a 100% yield; for example, 0.34 means a 34% yield). The reactants are S(=O)(=O)(O)O.[CH:6]([C:9](C#N)([CH:15]([CH:21]([CH3:23])[CH3:22])[C:16]([O:18]CC)=[O:17])[C:10]([O:12]CC)=[O:11])([CH3:8])[CH3:7]. The catalyst is O.[OH-].[K+]. The product is [CH:6]([CH:9]([CH:15]([CH:21]([CH3:23])[CH3:22])[C:16]([OH:18])=[O:17])[C:10]([OH:12])=[O:11])([CH3:8])[CH3:7]. The yield is 0.600.